Predict which catalyst facilitates the given reaction. From a dataset of Catalyst prediction with 721,799 reactions and 888 catalyst types from USPTO. (1) Reactant: Cl.[CH2:2]([O:4][C:5](=[O:9])[C@H:6]([CH3:8])[NH2:7])[CH3:3].[CH:10](=O)[C:11]1[CH:16]=[CH:15][CH:14]=[CH:13][CH:12]=1.[OH-].[Na+]. Product: [C:11]1([CH:10]=[N:7][CH:6]([CH3:8])[C:5]([O:4][CH2:2][CH3:3])=[O:9])[CH:16]=[CH:15][CH:14]=[CH:13][CH:12]=1. The catalyst class is: 11. (2) Reactant: [NH2:1][C:2]1[O:3][CH2:4][C:5]2([N:21]=1)[CH:18]1[CH:13]([CH2:14][CH2:15][CH:16]([OH:19])[CH2:17]1)[O:12][C:11]1[C:6]2=[CH:7][C:8](Br)=[CH:9][CH:10]=1.[Cl:22][C:23]1[CH:24]=[C:25](B(O)O)[CH:26]=[N:27][CH:28]=1.C([O-])([O-])=O.[Na+].[Na+].O1CCOCC1. Product: [NH2:1][C:2]1[O:3][CH2:4][C:5]2([N:21]=1)[C@@H:18]1[C@H:13]([CH2:14][CH2:15][CH:16]([OH:19])[CH2:17]1)[O:12][C:11]1[C:6]2=[CH:7][C:8]([C:25]2[CH:26]=[N:27][CH:28]=[C:23]([Cl:22])[CH:24]=2)=[CH:9][CH:10]=1. The catalyst class is: 73. (3) Reactant: [C:1]([O:5][C:6]([N:8]1[CH2:11][C:10](=[CH:12][C:13]#[N:14])[CH2:9]1)=[O:7])([CH3:4])([CH3:3])[CH3:2].[NH:15]1[CH:19]=[CH:18][C:17]([C:20]2[C:21]3[CH:28]=[CH:27][N:26]([CH2:29][O:30][CH2:31][CH2:32][Si:33]([CH3:36])([CH3:35])[CH3:34])[C:22]=3[N:23]=[CH:24][N:25]=2)=[CH:16]1.N12CCCN=C1CCCCC2. Product: [C:13]([CH2:12][C:10]1([N:15]2[CH:19]=[CH:18][C:17]([C:20]3[C:21]4[CH:28]=[CH:27][N:26]([CH2:29][O:30][CH2:31][CH2:32][Si:33]([CH3:36])([CH3:35])[CH3:34])[C:22]=4[N:23]=[CH:24][N:25]=3)=[CH:16]2)[CH2:11][N:8]([C:6]([O:5][C:1]([CH3:4])([CH3:2])[CH3:3])=[O:7])[CH2:9]1)#[N:14]. The catalyst class is: 10. (4) Reactant: Br[CH2:2][CH2:3][O:4][C:5]1[CH:10]=[CH:9][C:8]([C:11]2[NH:20][C:19](=[O:21])[C:18]3[C:13](=[CH:14][C:15]([O:24][CH3:25])=[CH:16][C:17]=3[O:22][CH3:23])[N:12]=2)=[CH:7][C:6]=1[CH3:26].[NH:27]1[CH2:31][CH2:30][CH2:29][CH2:28]1. Product: [CH3:23][O:22][C:17]1[CH:16]=[C:15]([O:24][CH3:25])[CH:14]=[C:13]2[C:18]=1[C:19](=[O:21])[NH:20][C:11]([C:8]1[CH:9]=[CH:10][C:5]([O:4][CH2:3][CH2:2][N:27]3[CH2:31][CH2:30][CH2:29][CH2:28]3)=[C:6]([CH3:26])[CH:7]=1)=[N:12]2. The catalyst class is: 3. (5) Reactant: [CH:1]1([C:5]2[N:6]=[C:7]([CH2:10][CH2:11][C:12]3[CH:38]=[CH:37][N:15]4[C:16](=[O:36])[C:17](/[CH:27]=[CH:28]/[C:29]([O:31]C(C)(C)C)=[O:30])=[C:18]([N:20]5[CH2:25][CH2:24][CH2:23][CH:22]([OH:26])[CH2:21]5)[N:19]=[C:14]4[CH:13]=3)[S:8][CH:9]=2)[CH2:4][CH2:3][CH2:2]1. Product: [CH:1]1([C:5]2[N:6]=[C:7]([CH2:10][CH2:11][C:12]3[CH:38]=[CH:37][N:15]4[C:16](=[O:36])[C:17](/[CH:27]=[CH:28]/[C:29]([OH:31])=[O:30])=[C:18]([N:20]5[CH2:25][CH2:24][CH2:23][CH:22]([OH:26])[CH2:21]5)[N:19]=[C:14]4[CH:13]=3)[S:8][CH:9]=2)[CH2:2][CH2:3][CH2:4]1. The catalyst class is: 106. (6) Reactant: [Cl:1][C:2]1[CH:7]=[CH:6][C:5]([C:8]2[N:12]([CH:13]([CH3:15])[CH3:14])[C:11]([NH2:16])=[CH:10][N:9]=2)=[CH:4][CH:3]=1.[CH3:17][C:18]1[N:19]([CH:27]([CH3:31])[C:28](O)=[O:29])[CH:20]=[C:21]([C:23]([F:26])([F:25])[F:24])[N:22]=1.CN(C(ON1N=NC2C=CC=NC1=2)=[N+](C)C)C.F[P-](F)(F)(F)(F)F.CCN(CC)CC. Product: [Cl:1][C:2]1[CH:3]=[CH:4][C:5]([C:8]2[N:12]([CH:13]([CH3:14])[CH3:15])[C:11]([NH:16][C:28](=[O:29])[CH:27]([N:19]3[CH:20]=[C:21]([C:23]([F:24])([F:26])[F:25])[N:22]=[C:18]3[CH3:17])[CH3:31])=[CH:10][N:9]=2)=[CH:6][CH:7]=1. The catalyst class is: 326. (7) Reactant: [CH2:1]([CH:4]([C:8]1[CH:28]=[CH:27][C:11]([O:12][CH2:13][C:14]2[CH:19]=[CH:18][C:17]([C:20]3[CH:21]=[C:22]([CH2:25]O)[S:23][CH:24]=3)=[CH:16][CH:15]=2)=[CH:10][CH:9]=1)[CH2:5][CH2:6][CH3:7])[CH2:2][CH3:3].S(Cl)([Cl:31])=O. Product: [CH2:1]([CH:4]([C:8]1[CH:28]=[CH:27][C:11]([O:12][CH2:13][C:14]2[CH:19]=[CH:18][C:17]([C:20]3[CH:21]=[C:22]([CH2:25][Cl:31])[S:23][CH:24]=3)=[CH:16][CH:15]=2)=[CH:10][CH:9]=1)[CH2:5][CH2:6][CH3:7])[CH2:2][CH3:3]. The catalyst class is: 22. (8) Reactant: [F:1][C:2]([F:13])([C:6]1[CH:11]=[CH:10][C:9]([F:12])=[CH:8][N:7]=1)[C:3]([O-])=O.[Na+].[NH2:15][C:16]1[CH:24]=[C:23]([Br:25])[CH:22]=[CH:21][C:17]=1[C:18]([NH2:20])=[O:19].C[Si](OP(=O)=O)(C)C.CCOC(C)=O. Product: [Br:25][C:23]1[CH:24]=[C:16]2[C:17]([C:18]([OH:19])=[N:20][C:3]([C:2]([F:13])([F:1])[C:6]3[CH:11]=[CH:10][C:9]([F:12])=[CH:8][N:7]=3)=[N:15]2)=[CH:21][CH:22]=1. The catalyst class is: 6. (9) Reactant: [N:1]1[CH:6]=[CH:5][CH:4]=[CH:3][C:2]=1[C:7]1[C:8]([C:15]2[C:24]3[C:19](=[CH:20][C:21]([C:25]4[CH:33]=[CH:32][C:28]([C:29](O)=[O:30])=[CH:27][CH:26]=4)=[CH:22][CH:23]=3)[N:18]=[CH:17][CH:16]=2)=[C:9]2[CH2:14][CH2:13][CH2:12][N:10]2[N:11]=1.[C:34]([O:38][C:39](=[O:44])[NH:40][CH2:41][CH2:42][NH2:43])([CH3:37])([CH3:36])[CH3:35].CN(C(ON1N=NC2C=CC=CC1=2)=[N+](C)C)C.F[P-](F)(F)(F)(F)F. Product: [C:34]([O:38][C:39](=[O:44])[NH:40][CH2:41][CH2:42][NH:43][C:29](=[O:30])[C:28]1[CH:27]=[CH:26][C:25]([C:21]2[CH:20]=[C:19]3[C:24]([C:15]([C:8]4[C:7]([C:2]5[CH:3]=[CH:4][CH:5]=[CH:6][N:1]=5)=[N:11][N:10]5[CH2:12][CH2:13][CH2:14][C:9]=45)=[CH:16][CH:17]=[N:18]3)=[CH:23][CH:22]=2)=[CH:33][CH:32]=1)([CH3:37])([CH3:35])[CH3:36]. The catalyst class is: 31. (10) Reactant: [Cl:1][C:2]1[N:7]=[C:6](SC)[N:5]=[C:4]([N:10]2[C@H:15]([C:16]([F:19])([F:18])[F:17])[CH2:14][CH2:13][C@H:12]([C:20]([NH:22][CH2:23][C:24]3[CH:29]=[CH:28][CH:27]=[CH:26][CH:25]=3)=[O:21])[CH2:11]2)[CH:3]=1.O[O:31][S:32]([O-:34])=O.[K+].[CH3:36]O. Product: [Cl:1][C:2]1[N:7]=[C:6]([S:32]([CH3:36])(=[O:34])=[O:31])[N:5]=[C:4]([N:10]2[CH:15]([C:16]([F:18])([F:19])[F:17])[CH2:14][CH2:13][CH:12]([C:20]([NH:22][CH2:23][C:24]3[CH:25]=[CH:26][CH:27]=[CH:28][CH:29]=3)=[O:21])[CH2:11]2)[CH:3]=1. The catalyst class is: 6.